From a dataset of Forward reaction prediction with 1.9M reactions from USPTO patents (1976-2016). Predict the product of the given reaction. Given the reactants [CH2:1]([N:8]1[CH2:13][C:12](=O)[NH:11][CH:10]([CH2:15][C:16]2[CH:21]=[CH:20][CH:19]=[CH:18][CH:17]=2)[C:9]1=O)[C:2]1[CH:7]=[CH:6][CH:5]=[CH:4][CH:3]=1.[H-].[H-].[H-].[H-].[Li+].[Al+3], predict the reaction product. The product is: [CH2:1]([N:8]1[CH2:13][CH2:12][NH:11][CH:10]([CH2:15][C:16]2[CH:21]=[CH:20][CH:19]=[CH:18][CH:17]=2)[CH2:9]1)[C:2]1[CH:3]=[CH:4][CH:5]=[CH:6][CH:7]=1.